From a dataset of TCR-epitope binding with 47,182 pairs between 192 epitopes and 23,139 TCRs. Binary Classification. Given a T-cell receptor sequence (or CDR3 region) and an epitope sequence, predict whether binding occurs between them. The epitope is TLVPQEHYV. The TCR CDR3 sequence is CSASTGDRADFYF. Result: 1 (the TCR binds to the epitope).